Dataset: Experimentally validated miRNA-target interactions with 360,000+ pairs, plus equal number of negative samples. Task: Binary Classification. Given a miRNA mature sequence and a target amino acid sequence, predict their likelihood of interaction. The miRNA is hsa-miR-4267 with sequence UCCAGCUCGGUGGCAC. The protein sequence of the target gene is MALDPADQHLRHVEKDVLIPKIMREKAKERCSEQVQDFTKCCKNSGVLMVVKCRKENSALKECLTAYYNDPAFYEECKMEYLKEREEFRKTGIPTKKRLQKLPTSM. Result: 0 (no interaction).